This data is from Catalyst prediction with 721,799 reactions and 888 catalyst types from USPTO. The task is: Predict which catalyst facilitates the given reaction. (1) The catalyst class is: 11. Reactant: [NH2:1][C:2]1[CH2:6][CH2:5][C@@H:4]([CH3:7])[C:3]=1[C:8]([O:10]CC)=O.C([O-])=O.[NH4+].[CH:17]([NH2:19])=O. Product: [CH3:7][C@H:4]1[C:3]2[C:8]([OH:10])=[N:19][CH:17]=[N:1][C:2]=2[CH2:6][CH2:5]1. (2) The catalyst class is: 63. Product: [CH2:1]([N:3]1[C:9]2[CH:10]=[C:11]([NH2:14])[CH:12]=[CH:13][C:8]=2[O:7][CH2:6][CH2:5][CH2:4]1)[CH3:2]. Reactant: [CH2:1]([N:3]1[C:9]2[CH:10]=[C:11]([N+:14]([O-])=O)[CH:12]=[CH:13][C:8]=2[O:7][CH2:6][CH2:5][CH2:4]1)[CH3:2].O.NN.